This data is from Reaction yield outcomes from USPTO patents with 853,638 reactions. The task is: Predict the reaction yield, written as a fraction of the theoretical maximum amount of product (1.0 means a 100% yield; for example, 0.34 means a 34% yield). (1) The yield is 0.250. The reactants are [F:1][CH:2]([F:14])[CH2:3][C:4]1[CH:5]=[N:6][C:7]2[C:12]([CH:13]=1)=[CH:11][CH:10]=[CH:9][CH:8]=2.[BH3-]C#N.[Na+].B(F)(F)F.CCOCC.O. The product is [F:14][CH:2]([F:1])[CH2:3][CH:4]1[CH2:13][C:12]2[C:7](=[CH:8][CH:9]=[CH:10][CH:11]=2)[NH:6][CH2:5]1. The catalyst is CO. (2) The reactants are [C:1]([O:5][C:6](=[O:35])[NH:7][C:8]1[S:9][C:10](Br)=[CH:11][C:12]=1[C:13]([N:15]1[CH2:20][CH2:19][CH:18]([N:21]2[CH2:33][CH2:32][CH2:31][C:23]3([C:27](=[O:28])[O:26][C:25]([CH3:30])([CH3:29])[CH2:24]3)[CH2:22]2)[CH2:17][CH2:16]1)=[O:14])([CH3:4])([CH3:3])[CH3:2].[CH3:36][O:37][C:38]1[CH:39]=[C:40](B(O)O)[CH:41]=[CH:42][CH:43]=1. No catalyst specified. The product is [C:1]([O:5][C:6](=[O:35])[NH:7][C:8]1[S:9][C:10]([C:42]2[CH:41]=[CH:40][CH:39]=[C:38]([O:37][CH3:36])[CH:43]=2)=[CH:11][C:12]=1[C:13]([N:15]1[CH2:20][CH2:19][CH:18]([N:21]2[CH2:33][CH2:32][CH2:31][C:23]3([C:27](=[O:28])[O:26][C:25]([CH3:30])([CH3:29])[CH2:24]3)[CH2:22]2)[CH2:17][CH2:16]1)=[O:14])([CH3:4])([CH3:3])[CH3:2]. The yield is 0.990.